Predict the product of the given reaction. From a dataset of Forward reaction prediction with 1.9M reactions from USPTO patents (1976-2016). (1) The product is: [C:1]([C:3]1[CH:4]=[CH:5][C:6]([CH2:7][NH:8][C:9](=[O:21])[CH:10]([C:13]2[CH:18]=[CH:17][C:16]([O:19][CH2:32][CH2:31][O:24][C:25]3[CH:30]=[CH:29][CH:28]=[CH:27][CH:26]=3)=[CH:15][C:14]=2[F:20])[O:11][CH3:12])=[CH:22][CH:23]=1)#[N:2]. Given the reactants [C:1]([C:3]1[CH:23]=[CH:22][C:6]([CH2:7][NH:8][C:9](=[O:21])[CH:10]([C:13]2[CH:18]=[CH:17][C:16]([OH:19])=[CH:15][C:14]=2[F:20])[O:11][CH3:12])=[CH:5][CH:4]=1)#[N:2].[O:24]([CH2:31][CH2:32]O)[C:25]1[CH:30]=[CH:29][CH:28]=[CH:27][CH:26]=1.N(C(OCC)=O)=NC(OCC)=O.C1(P(C2C=CC=CC=2)C2C=CC=CC=2)C=CC=CC=1, predict the reaction product. (2) Given the reactants C[O:2][C:3]1[CH:8]=[CH:7][CH:6]=[CH:5][C:4]=1[C:9]1[N:10]([CH2:20][CH2:21][C:22]2[CH:27]=[CH:26][CH:25]=[CH:24][CH:23]=2)[C:11](=[O:19])[C:12]2[NH:18][CH2:17][CH2:16][CH2:15][C:13]=2[N:14]=1.[CH3:28][CH:29]=O.[BH-](OC(C)=O)(OC(C)=O)OC(C)=O.[Na+], predict the reaction product. The product is: [CH2:28]([N:18]1[C:12]2[C:11](=[O:19])[N:10]([CH2:20][CH2:21][C:22]3[CH:23]=[CH:24][CH:25]=[CH:26][CH:27]=3)[C:9]([C:4]3[CH:5]=[CH:6][CH:7]=[CH:8][C:3]=3[OH:2])=[N:14][C:13]=2[CH2:15][CH2:16][CH2:17]1)[CH3:29]. (3) Given the reactants C[O:2][C:3](=[O:31])[CH2:4][CH:5]1[CH2:10][CH2:9][CH:8]([C:11]2[CH:16]=[CH:15][C:14]([C:17]3[CH:18]=[N:19][C:20]([NH:23][C:24]4[CH:29]=[CH:28][CH:27]=[C:26]([F:30])[CH:25]=4)=[N:21][CH:22]=3)=[CH:13][CH:12]=2)[CH2:7][CH2:6]1.[Li+].[OH-], predict the reaction product. The product is: [F:30][C:26]1[CH:25]=[C:24]([NH:23][C:20]2[N:19]=[CH:18][C:17]([C:14]3[CH:15]=[CH:16][C:11]([CH:8]4[CH2:7][CH2:6][CH:5]([CH2:4][C:3]([OH:31])=[O:2])[CH2:10][CH2:9]4)=[CH:12][CH:13]=3)=[CH:22][N:21]=2)[CH:29]=[CH:28][CH:27]=1. (4) Given the reactants [Cl:1][C:2]1[N:7]=[C:6]([NH:8][C:9]([CH3:20])([CH3:19])[CH2:10][NH:11][C:12](=[O:18])[O:13][C:14]([CH3:17])([CH3:16])[CH3:15])[C:5]([C:21]#[C:22][CH:23]([O:27][CH2:28][CH3:29])[O:24][CH2:25][CH3:26])=[CH:4][N:3]=1.[CH3:30][CH2:31]CC[N+](CCCC)(CCCC)CCCC.[F-], predict the reaction product. The product is: [Cl:1][C:2]1[N:3]=[CH:4][C:5]2[CH:21]=[C:22]([CH:23]([O:24][CH2:25][CH3:26])[O:27][CH2:28][CH3:29])[N:8]([C:9]3([CH2:10][NH:11][C:12](=[O:18])[O:13][C:14]([CH3:17])([CH3:15])[CH3:16])[CH2:19][CH2:31][CH2:30][CH2:20]3)[C:6]=2[N:7]=1. (5) Given the reactants [F:1][CH:2]([F:16])[O:3][C:4]1[CH:5]=[C:6]([CH:9]=[CH:10][C:11]=1[O:12][CH:13]([F:15])[F:14])[CH:7]=[O:8].[C-:17]#[N:18].[K+].OS([O-])=O.[Na+], predict the reaction product. The product is: [F:1][CH:2]([F:16])[O:3][C:4]1[CH:5]=[C:6]([CH:7]([OH:8])[C:17]#[N:18])[CH:9]=[CH:10][C:11]=1[O:12][CH:13]([F:15])[F:14]. (6) Given the reactants [CH2:1]=[C:2]([CH2:6][C:7]([OH:9])=O)[C:3]([OH:5])=[O:4].[CH:10]1([NH2:16])[CH2:15][CH2:14][CH2:13][CH2:12][CH2:11]1, predict the reaction product. The product is: [CH:10]1([N:16]2[C:7](=[O:9])[CH2:6][CH:2]([C:3]([OH:5])=[O:4])[CH2:1]2)[CH2:15][CH2:14][CH2:13][CH2:12][CH2:11]1. (7) Given the reactants [NH2:1][CH2:2][CH:3]([OH:13])[CH2:4][O:5][C:6]1[CH:11]=[CH:10][C:9]([F:12])=[CH:8][CH:7]=1.C(N(CC)CC)C.[C:21](O[C:21]([O:23][C:24]([CH3:27])([CH3:26])[CH3:25])=[O:22])([O:23][C:24]([CH3:27])([CH3:26])[CH3:25])=[O:22], predict the reaction product. The product is: [F:12][C:9]1[CH:10]=[CH:11][C:6]([O:5][CH2:4][CH:3]([OH:13])[CH2:2][NH:1][C:21](=[O:22])[O:23][C:24]([CH3:27])([CH3:26])[CH3:25])=[CH:7][CH:8]=1. (8) Given the reactants CC(C)([O-])C.[K+].[CH2:7]([O:14][N:15]([C:33](=[O:40])[CH2:34][C:35]([O:37][CH2:38][CH3:39])=[O:36])[C:16]1[N:25]=[CH:24][CH:23]=[C:22]([C:26]2[CH:31]=[CH:30][CH:29]=[C:28]([Br:32])[CH:27]=2)[C:17]=1[C:18]([O:20]C)=O)[C:8]1[CH:13]=[CH:12][CH:11]=[CH:10][CH:9]=1, predict the reaction product. The product is: [CH2:7]([O:14][N:15]1[C:16]2[C:17](=[C:22]([C:26]3[CH:31]=[CH:30][CH:29]=[C:28]([Br:32])[CH:27]=3)[CH:23]=[CH:24][N:25]=2)[C:18]([OH:20])=[C:34]([C:35]([O:37][CH2:38][CH3:39])=[O:36])[C:33]1=[O:40])[C:8]1[CH:9]=[CH:10][CH:11]=[CH:12][CH:13]=1. (9) Given the reactants [OH-].[Na+].[CH3:3][O:4][C:5]1[C:14]([O:15][CH3:16])=[C:13]2[C:8]([NH:9][CH2:10][C:11](=[O:17])[NH:12]2)=[CH:7][CH:6]=1.OO.C(O)(=O)C, predict the reaction product. The product is: [CH3:3][O:4][C:5]1[C:14]([O:15][CH3:16])=[C:13]2[C:8]([N:9]=[CH:10][C:11](=[O:17])[NH:12]2)=[CH:7][CH:6]=1. (10) Given the reactants [Cl:1][C:2]1[CH:8]=[CH:7][C:5]([NH2:6])=[C:4]([C:9]2[CH:14]=[C:13]([O:15][CH3:16])[N:12]=[CH:11][N:10]=2)[C:3]=1[F:17].[CH3:18]OC(OC)OC.[N-:25]=[N+:26]=[N-:27].[Na+].O, predict the reaction product. The product is: [Cl:1][C:2]1[C:3]([F:17])=[C:4]([C:9]2[CH:14]=[C:13]([O:15][CH3:16])[N:12]=[CH:11][N:10]=2)[C:5]([N:6]2[CH:18]=[N:27][N:26]=[N:25]2)=[CH:7][CH:8]=1.